This data is from Forward reaction prediction with 1.9M reactions from USPTO patents (1976-2016). The task is: Predict the product of the given reaction. (1) Given the reactants [C:1]([NH:4][CH2:5][CH2:6][CH2:7][S:8]([O:11][CH2:12][C:13]([CH3:39])([CH3:38])[C@@H:14]([O:30]CC1C=CC=CC=1)[C:15]([O:17][CH2:18][CH2:19][O:20][C:21]([O:23][CH:24]1[CH2:29][CH2:28][CH2:27][CH2:26][CH2:25]1)=[O:22])=[O:16])(=[O:10])=[O:9])(=[O:3])[CH3:2], predict the reaction product. The product is: [C:1]([NH:4][CH2:5][CH2:6][CH2:7][S:8]([O:11][CH2:12][C:13]([CH3:39])([CH3:38])[C@@H:14]([OH:30])[C:15]([O:17][CH2:18][CH2:19][O:20][C:21]([O:23][CH:24]1[CH2:29][CH2:28][CH2:27][CH2:26][CH2:25]1)=[O:22])=[O:16])(=[O:10])=[O:9])(=[O:3])[CH3:2]. (2) Given the reactants Br[C:2]1[N:7]2[N:8]=[N:9][N:10]=[C:6]2[C:5]([N:11]2[CH2:16][CH2:15][N:14]([CH3:17])[CH2:13][CH2:12]2)=[N:4][C:3]=1[CH3:18].[S:19]1[CH:23]=[CH:22][CH:21]=[C:20]1B(O)O.C([O-])([O-])=O.[Cs+].[Cs+].O1CCOCC1, predict the reaction product. The product is: [CH3:18][C:3]1[N:4]=[C:5]([N:11]2[CH2:16][CH2:15][N:14]([CH3:17])[CH2:13][CH2:12]2)[C:6]2[N:7]([N:8]=[N:9][N:10]=2)[C:2]=1[C:20]1[S:19][CH:23]=[CH:22][CH:21]=1. (3) Given the reactants Cl[CH2:2][CH:3]1[O:7][C:6](=[O:8])[NH:5][CH2:4]1.[CH3:9][NH:10][C:11]1[C:20]2[C:15](=[CH:16][CH:17]=[C:18]([C:21]3[CH:22]=[C:23]([OH:27])[CH:24]=[CH:25][CH:26]=3)[CH:19]=2)[N:14]=[C:13]([C:28]2[CH:29]=[N:30][CH:31]=[CH:32][CH:33]=2)[N:12]=1.CCN(P1(N(C)CCCN1C)=NC(C)(C)C)CC, predict the reaction product. The product is: [CH3:9][NH:10][C:11]1[C:20]2[C:15](=[CH:16][CH:17]=[C:18]([C:21]3[CH:22]=[C:23]([CH:24]=[CH:25][CH:26]=3)[O:27][CH2:2][CH:3]3[O:7][C:6](=[O:8])[NH:5][CH2:4]3)[CH:19]=2)[N:14]=[C:13]([C:28]2[CH:29]=[N:30][CH:31]=[CH:32][CH:33]=2)[N:12]=1. (4) Given the reactants [O:1]1[C:6]2[CH:7]=[CH:8][C:9]([C:11]3[C:16](F)=[CH:15][CH:14]=[C:13]([C:18]([F:21])([F:20])[F:19])[C:12]=3[C:22](=[O:26])[C:23]([OH:25])=[O:24])=[CH:10][C:5]=2[CH2:4][CH2:3][CH2:2]1.[C:27]1([C:33]2[CH:37]=[CH:36][NH:35][N:34]=2)[CH:32]=[CH:31][CH:30]=[CH:29][CH:28]=1.[H-].[Na+].Cl.[CH3:41][Si](C=[N+]=[N-])(C)C.C(OCC)C, predict the reaction product. The product is: [O:1]1[C:6]2[CH:7]=[CH:8][C:9]([C:11]3[C:16]([N:35]4[CH:36]=[CH:37][C:33]([C:27]5[CH:28]=[CH:29][CH:30]=[CH:31][CH:32]=5)=[N:34]4)=[CH:15][CH:14]=[C:13]([C:18]([F:19])([F:21])[F:20])[C:12]=3[C:22](=[O:26])[C:23]([O:25][CH3:41])=[O:24])=[CH:10][C:5]=2[CH2:4][CH2:3][CH2:2]1. (5) Given the reactants Cl[C:2]1[N:7]=[C:6]([NH:8][C:9]2[CH:14]=[C:13]([C:15]([F:18])([F:17])[F:16])[CH:12]=[CH:11][N:10]=2)[CH:5]=[C:4]([CH3:19])[N:3]=1.CC1(C)C(C)(C)OB([C:28]2[S:32][CH:31]=[N:30][CH:29]=2)O1.C(=O)([O-])[O-].[Na+].[Na+].ClCCl, predict the reaction product. The product is: [CH3:19][C:4]1[N:3]=[C:2]([C:28]2[S:32][CH:31]=[N:30][CH:29]=2)[N:7]=[C:6]([NH:8][C:9]2[CH:14]=[C:13]([C:15]([F:18])([F:17])[F:16])[CH:12]=[CH:11][N:10]=2)[CH:5]=1. (6) Given the reactants [Cl:1][C:2]1[CH:16]=[CH:15][C:5]([O:6][CH2:7][C:8]([O:10]C(C)(C)C)=[O:9])=[C:4](I)[CH:3]=1.Cl.[N:19]1[C:28]2[C:23](=[CH:24][CH:25]=[CH:26][C:27]=2[SH:29])[CH:22]=[CH:21][CH:20]=1.C(=O)([O-])[O-].[K+].[K+].C(O)CO, predict the reaction product. The product is: [Cl:1][C:2]1[CH:16]=[CH:15][C:5]([O:6][CH2:7][C:8]([OH:10])=[O:9])=[C:4]([S:29][C:27]2[CH:26]=[CH:25][CH:24]=[C:23]3[C:28]=2[N:19]=[CH:20][CH:21]=[CH:22]3)[CH:3]=1. (7) The product is: [F:33][C:30]1[CH:29]=[CH:28][C:27]([NH:26][C:24](=[O:25])[NH:23][C:20]2[CH:19]=[CH:18][C:17]([C:14]3[CH:13]=[C:12]([C:10]([NH:9][C@@H:4]([CH2:5][CH:6]([CH3:7])[CH3:8])[C:3]([OH:34])=[O:2])=[O:11])[O:16][N:15]=3)=[CH:22][CH:21]=2)=[CH:32][CH:31]=1. Given the reactants C[O:2][C:3](=[O:34])[C@@H:4]([NH:9][C:10]([C:12]1[O:16][N:15]=[C:14]([C:17]2[CH:22]=[CH:21][C:20]([NH:23][C:24]([NH:26][C:27]3[CH:32]=[CH:31][C:30]([F:33])=[CH:29][CH:28]=3)=[O:25])=[CH:19][CH:18]=2)[CH:13]=1)=[O:11])[CH2:5][CH:6]([CH3:8])[CH3:7].[K+].[Br-], predict the reaction product. (8) Given the reactants [CH3:1][C:2]1[N:7]=[C:6]([C:8]#[N:9])[CH:5]=[CH:4][CH:3]=1.[NH2:10][OH:11], predict the reaction product. The product is: [OH:11][NH:10][C:8]([C:6]1[CH:5]=[CH:4][CH:3]=[C:2]([CH3:1])[N:7]=1)=[NH:9]. (9) Given the reactants [CH:1]1[C:7](N)=[N:6][C:4](=[O:5])[N:3]([C@@H:9]2[O:13][C@H:12]([CH2:14][OH:15])[C@@H:11]([OH:16])[C:10]2([F:18])[F:17])[CH:2]=1.Cl.C1C(N)=NC(=[O:24])N([C@@H]2O[C@H](CO)[C@@H](O)C2(F)F)C=1.[C@@H]1(N2C=CC(N)=NC2=O)O[C@H](CO)[C@@H](O)C1, predict the reaction product. The product is: [F:17][C:10]1([F:18])[C@H:11]([OH:16])[C@@H:12]([CH2:14][OH:15])[O:13][C@H:9]1[N:3]1[CH:2]=[CH:1][C:7](=[O:24])[NH:6][C:4]1=[O:5].